Task: Predict the reactants needed to synthesize the given product.. Dataset: Full USPTO retrosynthesis dataset with 1.9M reactions from patents (1976-2016) (1) Given the product [CH2:1]([N:3]1[CH:7]=[C:6]([C:8]2[S:12][C:11]3=[N:13][CH:14]=[C:15]([C:25]4[CH:26]=[C:27]([C:32]([F:35])([F:34])[F:33])[C:28]([NH2:31])=[N:29][CH:30]=4)[N:10]3[N:9]=2)[CH:5]=[N:4]1)[CH3:2], predict the reactants needed to synthesize it. The reactants are: [CH2:1]([N:3]1[CH:7]=[C:6]([C:8]2[S:12][C:11]3=[N:13][CH:14]=[C:15](I)[N:10]3[N:9]=2)[CH:5]=[N:4]1)[CH3:2].CC1(C)C(C)(C)OB([C:25]2[CH:26]=[C:27]([C:32]([F:35])([F:34])[F:33])[C:28]([NH2:31])=[N:29][CH:30]=2)O1.C([O-])([O-])=O.[Na+].[Na+]. (2) Given the product [O:5]=[C:4]([N:6]1[C:14]2[C:9](=[CH:10][C:11]([C:15]#[N:16])=[CH:12][CH:13]=2)[CH2:8][CH2:7]1)[CH2:3][CH2:2][N:28]1[CH2:27][CH:26]2[O:32][CH:30]([CH2:31][N:24]([C:22]([O:21][C:17]([CH3:20])([CH3:19])[CH3:18])=[O:23])[CH2:25]2)[CH2:29]1, predict the reactants needed to synthesize it. The reactants are: Cl[CH2:2][CH2:3][C:4]([N:6]1[C:14]2[C:9](=[CH:10][C:11]([C:15]#[N:16])=[CH:12][CH:13]=2)[CH2:8][CH2:7]1)=[O:5].[C:17]([O:21][C:22]([N:24]1[CH2:31][CH:30]2[O:32][CH:26]([CH2:27][NH:28][CH2:29]2)[CH2:25]1)=[O:23])([CH3:20])([CH3:19])[CH3:18].C(=O)([O-])[O-].[K+].[K+]. (3) Given the product [CH3:7][O:8][C:9]1[CH:17]=[C:16]2[C:12]([C:13]([CH:18]=[O:19])=[CH:14][N:15]2[CH:21]([CH3:23])[CH3:22])=[CH:11][CH:10]=1, predict the reactants needed to synthesize it. The reactants are: C(=O)([O-])[O-].[Cs+].[Cs+].[CH3:7][O:8][C:9]1[CH:17]=[C:16]2[C:12]([C:13]([CH:18]=[O:19])=[CH:14][NH:15]2)=[CH:11][CH:10]=1.I[CH:21]([CH3:23])[CH3:22].